This data is from Forward reaction prediction with 1.9M reactions from USPTO patents (1976-2016). The task is: Predict the product of the given reaction. (1) Given the reactants [NH2:1][CH2:2][C@@H:3]1[C@H:8]([CH3:9])[CH2:7][CH2:6][CH2:5][N:4]1[C:10]([C:12]1[CH:17]=[C:16]([Cl:18])[CH:15]=[CH:14][C:13]=1[N:19]1[N:23]=[CH:22][CH:21]=[N:20]1)=[O:11].Cl[C:25]1[N:30]=[CH:29][C:28]([C:31]([F:34])([F:33])[F:32])=[CH:27][N:26]=1, predict the reaction product. The product is: [Cl:18][C:16]1[CH:15]=[CH:14][C:13]([N:19]2[N:23]=[CH:22][CH:21]=[N:20]2)=[C:12]([C:10]([N:4]2[CH2:5][CH2:6][CH2:7][C@@H:8]([CH3:9])[C@H:3]2[CH2:2][NH:1][C:25]2[N:30]=[CH:29][C:28]([C:31]([F:34])([F:33])[F:32])=[CH:27][N:26]=2)=[O:11])[CH:17]=1. (2) Given the reactants [F:1][C:2]1[CH:7]=[CH:6][CH:5]=[CH:4][C:3]=1[CH2:8][C:9]([C:11]1[CH:16]=[CH:15][N:14]=[CH:13][CH:12]=1)=O.Cl.O([NH2:20])C, predict the reaction product. The product is: [F:1][C:2]1[CH:7]=[CH:6][CH:5]=[CH:4][C:3]=1[CH2:8][CH:9]([NH2:20])[C:11]1[CH:16]=[CH:15][N:14]=[CH:13][CH:12]=1. (3) Given the reactants [Cl:1][C:2]1[CH:7]=[C:6]([C:8]([O:10][CH3:11])=[O:9])[CH:5]=[C:4]([CH3:12])[N+:3]=1[O-].FC(F)(F)C(OC(=O)C(F)(F)F)=[O:17], predict the reaction product. The product is: [Cl:1][C:2]1[CH:7]=[C:6]([CH:5]=[C:4]([CH2:12][OH:17])[N:3]=1)[C:8]([O:10][CH3:11])=[O:9]. (4) Given the reactants Br[C:2]1[N:7]=[C:6]2[N:8]([CH2:12][CH:13]3[CH2:18][CH2:17][O:16][CH2:15][CH2:14]3)[C:9](=[O:11])[NH:10][C:5]2=[N:4][CH:3]=1.BrC1N=C(NC[CH:28]2[CH2:33][CH2:32]O[CH2:30][CH2:29]2)C(N)=NC=1.C(N1[CH:46]=[CH:45][N:44]=[CH:43]1)([N:44]1[CH:45]=[CH:46]N=[CH:43]1)=O.[O:47]1CCCC1, predict the reaction product. The product is: [CH3:43][NH:44][C:45](=[O:47])[C:46]1[CH:32]=[CH:33][C:28]([C:2]2[N:7]=[C:6]3[N:8]([CH2:12][CH:13]4[CH2:18][CH2:17][O:16][CH2:15][CH2:14]4)[C:9](=[O:11])[NH:10][C:5]3=[N:4][CH:3]=2)=[CH:29][CH:30]=1. (5) Given the reactants [CH:1]12[CH2:10][CH:5]3[CH2:6][CH:7]([CH2:9][CH:3]([CH2:4]3)[CH:2]1[NH:11][C:12]([C@H:14]1[CH2:19][O:18][CH2:17][CH2:16][NH:15]1)=[O:13])[CH2:8]2.[C:20]([O:24][C:25](=[O:30])[NH:26][CH2:27][CH:28]=O)([CH3:23])([CH3:22])[CH3:21].[BH3-]C#N.[Na+], predict the reaction product. The product is: [C:20]([O:24][C:25](=[O:30])[NH:26][CH2:27][CH2:28][N:15]1[CH2:16][CH2:17][O:18][CH2:19][C@@H:14]1[C:12]([NH:11][CH:2]1[CH:3]2[CH2:9][CH:7]3[CH2:6][CH:5]([CH2:10][CH:1]1[CH2:8]3)[CH2:4]2)=[O:13])([CH3:23])([CH3:22])[CH3:21].